This data is from Catalyst prediction with 721,799 reactions and 888 catalyst types from USPTO. The task is: Predict which catalyst facilitates the given reaction. (1) Reactant: Cl.Cl[C:3]1[N:8]=[C:7]([C:9]2[CH:14]=[CH:13][C:12]([F:15])=[CH:11][C:10]=2[F:16])[C:6]([F:17])=[CH:5][N:4]=1.[CH3:18][CH:19]([S:21]([CH2:24][C:25]1[CH:26]=[C:27]([CH:29]=[CH:30][CH:31]=1)[NH2:28])(=[O:23])=[O:22])[CH3:20].C(=O)(O)[O-].[Na+]. Product: [F:16][C:10]1[CH:11]=[C:12]([F:15])[CH:13]=[CH:14][C:9]=1[C:7]1[C:6]([F:17])=[CH:5][N:4]=[C:3]([NH:28][C:27]2[CH:29]=[CH:30][CH:31]=[C:25]([CH2:24][S:21]([CH:19]([CH3:20])[CH3:18])(=[O:23])=[O:22])[CH:26]=2)[N:8]=1. The catalyst class is: 12. (2) Reactant: [CH2:1]([O:3][C:4]([C:6]1[N:10]([CH3:11])[N:9]=[C:8]([CH:12]2[CH2:14][CH2:13]2)[CH:7]=1)=[O:5])[CH3:2].[N+]([O-])([O-])=O.[Ce+4].[NH4+].[N+]([O-])([O-])=O.[N+]([O-])([O-])=O.[N+]([O-])([O-])=O.[N+]([O-])([O-])=O.[I:37]I. Product: [CH2:1]([O:3][C:4]([C:6]1[N:10]([CH3:11])[N:9]=[C:8]([CH:12]2[CH2:13][CH2:14]2)[C:7]=1[I:37])=[O:5])[CH3:2]. The catalyst class is: 744. (3) Reactant: [F:1][C:2]1[CH:3]=[C:4]([OH:8])[CH:5]=[CH:6][CH:7]=1.C(=O)([O-])[O-].[K+].[K+].Br[CH2:16][C:17]([O:19][CH2:20][CH3:21])=[O:18].CCOCC. Product: [CH2:20]([O:19][C:17](=[O:18])[CH2:16][O:8][C:4]1[CH:5]=[CH:6][CH:7]=[C:2]([F:1])[CH:3]=1)[CH3:21]. The catalyst class is: 3. (4) Reactant: C(OC(=O)[N:7]([CH2:33][C@@H:34]([C:43]1[CH:52]=[CH:51][C:50]([O:53][CH2:54][C:55]2[CH:60]=[CH:59][CH:58]=[CH:57][CH:56]=2)=[C:49]2[C:44]=1[CH:45]=[CH:46][C:47](=[O:61])[NH:48]2)[O:35][Si](C(C)(C)C)(C)C)[CH:8]([CH3:32])[CH2:9][C:10]1[CH:15]=[CH:14][CH:13]=[C:12]([NH:16][C:17]([NH:19][C:20]2[CH:25]=[CH:24][CH:23]=[CH:22][C:21]=2[C:26]2[CH:31]=[CH:30][CH:29]=[CH:28][CH:27]=2)=[O:18])[CH:11]=1)(C)(C)C.Cl.C(OC1C=CC([C@@H](O)CNCCC2C=C(NC(NC(C3C=CC=CC=3)C3C=CC=CC=3)=O)C=CC=2)=C2C=1NC(=O)C=C2)C1C=CC=CC=1. Product: [CH2:54]([O:53][C:50]1[CH:51]=[CH:52][C:43]([C@@H:34]([OH:35])[CH2:33][NH:7][CH:8]([CH3:32])[CH2:9][C:10]2[CH:11]=[C:12]([NH:16][C:17]([NH:19][C:20]3[CH:25]=[CH:24][CH:23]=[CH:22][C:21]=3[C:26]3[CH:27]=[CH:28][CH:29]=[CH:30][CH:31]=3)=[O:18])[CH:13]=[CH:14][CH:15]=2)=[C:44]2[C:49]=1[NH:48][C:47](=[O:61])[CH:46]=[CH:45]2)[C:55]1[CH:56]=[CH:57][CH:58]=[CH:59][CH:60]=1. The catalyst class is: 12. (5) Reactant: [S:1]1[CH:5]=[CH:4][CH:3]=[C:2]1[C:6](Cl)=[O:7].[CH2:9]([O:11][C:12]([C:14]1[C:15](=[O:37])[N:16]([CH2:30][C:31]2[CH:36]=[CH:35][CH:34]=[CH:33][CH:32]=2)[C:17]2[C:22]([C:23]=1[N:24]1[CH2:29][CH2:28][NH:27][CH2:26][CH2:25]1)=[CH:21][CH:20]=[CH:19][N:18]=2)=[O:13])[CH3:10]. Product: [CH2:9]([O:11][C:12]([C:14]1[C:15](=[O:37])[N:16]([CH2:30][C:31]2[CH:32]=[CH:33][CH:34]=[CH:35][CH:36]=2)[C:17]2[C:22]([C:23]=1[N:24]1[CH2:25][CH2:26][N:27]([C:6]([C:2]3[S:1][CH:5]=[CH:4][CH:3]=3)=[O:7])[CH2:28][CH2:29]1)=[CH:21][CH:20]=[CH:19][N:18]=2)=[O:13])[CH3:10]. The catalyst class is: 17. (6) Reactant: [CH3:1][C:2]1([OH:26])[C:11]2[C:6](=[N:7][C:8]([C:19]3[CH:24]=[CH:23][C:22]([CH3:25])=[CH:21][CH:20]=3)=[C:9]([C:12]3[CH:17]=[CH:16][C:15]([CH3:18])=[CH:14][CH:13]=3)[N:10]=2)[NH:5][CH2:4][CH2:3]1.O=[CH:28][CH2:29][CH2:30][CH2:31][CH2:32][CH2:33][C:34]([O:36][CH2:37][CH3:38])=[O:35].C(O[BH-](OC(=O)C)OC(=O)C)(=O)C.[Na+].O. Product: [OH:26][C:2]1([CH3:1])[C:11]2[C:6](=[N:7][C:8]([C:19]3[CH:24]=[CH:23][C:22]([CH3:25])=[CH:21][CH:20]=3)=[C:9]([C:12]3[CH:13]=[CH:14][C:15]([CH3:18])=[CH:16][CH:17]=3)[N:10]=2)[N:5]([CH2:28][CH2:29][CH2:30][CH2:31][CH2:32][CH2:33][C:34]([O:36][CH2:37][CH3:38])=[O:35])[CH2:4][CH2:3]1. The catalyst class is: 26.